This data is from NCI-60 drug combinations with 297,098 pairs across 59 cell lines. The task is: Regression. Given two drug SMILES strings and cell line genomic features, predict the synergy score measuring deviation from expected non-interaction effect. (1) Drug 1: CC1CCC2CC(C(=CC=CC=CC(CC(C(=O)C(C(C(=CC(C(=O)CC(OC(=O)C3CCCCN3C(=O)C(=O)C1(O2)O)C(C)CC4CCC(C(C4)OC)OCCO)C)C)O)OC)C)C)C)OC. Drug 2: C1=NNC2=C1C(=O)NC=N2. Cell line: NCI/ADR-RES. Synergy scores: CSS=-4.30, Synergy_ZIP=1.56, Synergy_Bliss=-2.05, Synergy_Loewe=-4.35, Synergy_HSA=-6.40. (2) Drug 1: CC1C(C(CC(O1)OC2CC(CC3=C2C(=C4C(=C3O)C(=O)C5=C(C4=O)C(=CC=C5)OC)O)(C(=O)C)O)N)O.Cl. Drug 2: CC1CCC2CC(C(=CC=CC=CC(CC(C(=O)C(C(C(=CC(C(=O)CC(OC(=O)C3CCCCN3C(=O)C(=O)C1(O2)O)C(C)CC4CCC(C(C4)OC)OCCO)C)C)O)OC)C)C)C)OC. Cell line: EKVX. Synergy scores: CSS=27.0, Synergy_ZIP=1.05, Synergy_Bliss=0.0673, Synergy_Loewe=-6.39, Synergy_HSA=1.71. (3) Drug 1: CN(C)N=NC1=C(NC=N1)C(=O)N. Drug 2: CC1CCC2CC(C(=CC=CC=CC(CC(C(=O)C(C(C(=CC(C(=O)CC(OC(=O)C3CCCCN3C(=O)C(=O)C1(O2)O)C(C)CC4CCC(C(C4)OC)OCCO)C)C)O)OC)C)C)C)OC. Cell line: CAKI-1. Synergy scores: CSS=19.9, Synergy_ZIP=-11.9, Synergy_Bliss=-10.5, Synergy_Loewe=-8.77, Synergy_HSA=-5.05. (4) Drug 1: C1CCC(C1)C(CC#N)N2C=C(C=N2)C3=C4C=CNC4=NC=N3. Drug 2: COC1=C2C(=CC3=C1OC=C3)C=CC(=O)O2. Cell line: SF-539. Synergy scores: CSS=7.06, Synergy_ZIP=8.37, Synergy_Bliss=12.9, Synergy_Loewe=1.82, Synergy_HSA=3.05. (5) Drug 1: CN(C)C1=NC(=NC(=N1)N(C)C)N(C)C. Drug 2: C1=CN(C(=O)N=C1N)C2C(C(C(O2)CO)O)O.Cl. Cell line: MDA-MB-231. Synergy scores: CSS=24.1, Synergy_ZIP=-3.31, Synergy_Bliss=3.03, Synergy_Loewe=-36.2, Synergy_HSA=-0.0355. (6) Drug 1: CC1=C2C(C(=O)C3(C(CC4C(C3C(C(C2(C)C)(CC1OC(=O)C(C(C5=CC=CC=C5)NC(=O)OC(C)(C)C)O)O)OC(=O)C6=CC=CC=C6)(CO4)OC(=O)C)OC)C)OC. Drug 2: CCCCCOC(=O)NC1=NC(=O)N(C=C1F)C2C(C(C(O2)C)O)O. Cell line: SF-539. Synergy scores: CSS=59.1, Synergy_ZIP=15.4, Synergy_Bliss=15.6, Synergy_Loewe=-31.3, Synergy_HSA=15.4. (7) Drug 1: COC1=NC(=NC2=C1N=CN2C3C(C(C(O3)CO)O)O)N. Drug 2: C1C(C(OC1N2C=NC(=NC2=O)N)CO)O. Cell line: ACHN. Synergy scores: CSS=8.47, Synergy_ZIP=0.320, Synergy_Bliss=6.02, Synergy_Loewe=-42.4, Synergy_HSA=-2.25. (8) Drug 1: CC1=C(C(CCC1)(C)C)C=CC(=CC=CC(=CC(=O)O)C)C. Drug 2: CCC1(C2=C(COC1=O)C(=O)N3CC4=CC5=C(C=CC(=C5CN(C)C)O)N=C4C3=C2)O.Cl. Cell line: RXF 393. Synergy scores: CSS=17.9, Synergy_ZIP=-4.79, Synergy_Bliss=0.0173, Synergy_Loewe=-42.5, Synergy_HSA=-1.34. (9) Drug 1: C1=NC2=C(N=C(N=C2N1C3C(C(C(O3)CO)O)F)Cl)N. Drug 2: C(CN)CNCCSP(=O)(O)O. Cell line: UO-31. Synergy scores: CSS=9.94, Synergy_ZIP=4.54, Synergy_Bliss=0.0139, Synergy_Loewe=7.91, Synergy_HSA=1.18.